This data is from Forward reaction prediction with 1.9M reactions from USPTO patents (1976-2016). The task is: Predict the product of the given reaction. (1) Given the reactants [CH3:1][O:2][C:3]1([O:13][CH3:14])[CH2:8][NH:7][CH:6]([C:9]([O:11][CH3:12])=[O:10])[CH2:5][CH2:4]1.[CH3:15][C:16]1[S:17][C:18]([C:27](O)=[O:28])=[C:19]([C:21]2[CH:26]=[CH:25][CH:24]=[CH:23][CH:22]=2)[N:20]=1, predict the reaction product. The product is: [CH3:1][O:2][C:3]1([O:13][CH3:14])[CH2:8][N:7]([C:27]([C:18]2[S:17][C:16]([CH3:15])=[N:20][C:19]=2[C:21]2[CH:26]=[CH:25][CH:24]=[CH:23][CH:22]=2)=[O:28])[CH:6]([C:9]([O:11][CH3:12])=[O:10])[CH2:5][CH2:4]1. (2) Given the reactants C([O:3][C:4]([C:6]1[O:10][C:9]([C:11]2[CH:16]=[CH:15][C:14]([C:17]([F:20])([F:19])[F:18])=[CH:13][CH:12]=2)=[N:8][C:7]=1[CH:21]([CH3:23])[CH3:22])=O)C.[CH:21]([C:7]1[N:8]=[C:9]([C:11]2[CH:12]=[CH:13][C:14]([C:17]([F:20])([F:19])[F:18])=[CH:15][CH:16]=2)[O:10][C:6]=1[CH2:4][OH:3])([CH3:23])[CH3:22].[H-].[Al+3].[Li+].[H-].[H-].[H-], predict the reaction product. The product is: [CH:21]([C:7]1[N:8]=[C:9]([C:11]2[CH:16]=[CH:15][C:14]([C:17]([F:19])([F:20])[F:18])=[CH:13][CH:12]=2)[O:10][C:6]=1[CH2:4][OH:3])([CH3:23])[CH3:22]. (3) Given the reactants [O:1]=[C:2]1[CH:6]=[C:5]([C@H:7]2[CH2:12][CH2:11][N:10](C(OC)=O)[C@@H:9]([C:17]3[CH:22]=[CH:21][CH:20]=[C:19]([C:23]([F:26])([F:25])[F:24])[CH:18]=3)[CH2:8]2)[O:4][NH:3]1.Br, predict the reaction product. The product is: [F:25][C:23]([F:24])([F:26])[C:19]1[CH:18]=[C:17]([C@H:9]2[CH2:8][C@@H:7]([C:5]3[O:4][NH:3][C:2](=[O:1])[CH:6]=3)[CH2:12][CH2:11][NH:10]2)[CH:22]=[CH:21][CH:20]=1. (4) Given the reactants Cl[C:2]1[C:7]([CH:8]=[O:9])=[C:6]([N:10]2[CH2:22][CH2:21][N:13]3[C:14]4[CH2:15][CH2:16][CH2:17][CH2:18][C:19]=4[CH:20]=[C:12]3[C:11]2=[O:23])[N:5]=[CH:4][CH:3]=1.[CH3:24][N:25]1[CH:30]=[C:29](B2OC(C)(C)C(C)(C)O2)[CH:28]=[C:27]([NH:40][C:41]2[CH:46]=[CH:45][C:44]([N:47]3[CH2:52][CH2:51][N:50]([CH:53]4[CH2:56][O:55][CH2:54]4)[CH2:49][CH2:48]3)=[CH:43][N:42]=2)[C:26]1=[O:57], predict the reaction product. The product is: [CH3:24][N:25]1[C:26](=[O:57])[C:27]([NH:40][C:41]2[CH:46]=[CH:45][C:44]([N:47]3[CH2:52][CH2:51][N:50]([CH:53]4[CH2:54][O:55][CH2:56]4)[CH2:49][CH2:48]3)=[CH:43][N:42]=2)=[CH:28][C:29]([C:2]2[C:7]([CH:8]=[O:9])=[C:6]([N:10]3[CH2:22][CH2:21][N:13]4[C:14]5[CH2:15][CH2:16][CH2:17][CH2:18][C:19]=5[CH:20]=[C:12]4[C:11]3=[O:23])[N:5]=[CH:4][CH:3]=2)=[CH:30]1. (5) Given the reactants [Cl:1][C:2]1[CH:7]=[CH:6][C:5]([C:8]2[CH:9]=[C:10]([NH2:21])[CH:11]=[N:12][C:13]=2[O:14][C@@H:15]([CH3:20])[C:16]([F:19])([F:18])[F:17])=[CH:4][CH:3]=1.[N:22]1[CH:27]=[CH:26][CH:25]=[C:24]([C:28](O)=[O:29])[CH:23]=1, predict the reaction product. The product is: [Cl:1][C:2]1[CH:3]=[CH:4][C:5]([C:8]2[CH:9]=[C:10]([NH:21][C:28](=[O:29])[C:24]3[CH:25]=[CH:26][CH:27]=[N:22][CH:23]=3)[CH:11]=[N:12][C:13]=2[O:14][C@@H:15]([CH3:20])[C:16]([F:17])([F:18])[F:19])=[CH:6][CH:7]=1. (6) Given the reactants C([O:3][C:4](=O)[CH2:5][N:6]1[CH:11]=[CH:10][CH:9]=[C:8]([O:12][CH3:13])[C:7]1=[O:14])C.O.[NH2:17][NH2:18], predict the reaction product. The product is: [CH3:13][O:12][C:8]1[C:7](=[O:14])[N:6]([CH2:5][C:4]([NH:17][NH2:18])=[O:3])[CH:11]=[CH:10][CH:9]=1. (7) Given the reactants [C:1]([C:3]1[CH:4]=[C:5]([CH:36]=[CH:37][CH:38]=1)[CH2:6][N:7]([C:29]1[CH:34]=[CH:33][C:32]([OH:35])=[CH:31][CH:30]=1)[CH:8]1[CH2:13][CH2:12][N:11]([CH:14]([CH3:28])[CH2:15][CH2:16][NH:17][C:18](=[O:27])[C:19]2[C:24]([CH3:25])=[CH:23][CH:22]=[CH:21][C:20]=2[CH3:26])[CH2:10][CH2:9]1)#[N:2].C([O-])([O-])=O.[K+].[K+].[CH3:45][N:46]([CH3:50])[C:47](Cl)=[O:48], predict the reaction product. The product is: [C:1]([C:3]1[CH:4]=[C:5]([CH:36]=[CH:37][CH:38]=1)[CH2:6][N:7]([CH:8]1[CH2:13][CH2:12][N:11]([CH:14]([CH3:28])[CH2:15][CH2:16][NH:17][C:18](=[O:27])[C:19]2[C:24]([CH3:25])=[CH:23][CH:22]=[CH:21][C:20]=2[CH3:26])[CH2:10][CH2:9]1)[C:29]1[CH:34]=[CH:33][C:32]([O:35][C:47](=[O:48])[N:46]([CH3:50])[CH3:45])=[CH:31][CH:30]=1)#[N:2]. (8) Given the reactants [N:1]1[CH:6]=[CH:5][CH:4]=[CH:3][C:2]=1[N:7]([CH2:30][CH2:31][C:32]([O:34][CH3:35])=[O:33])[C:8]([C:10]1[CH:29]=[CH:28][C:13]2[N:14]([CH3:27])[C:15]([CH2:17][NH:18][C:19]3[CH:24]=[CH:23][C:22]([C:25]#[N:26])=[CH:21][CH:20]=3)=[N:16][C:12]=2[CH:11]=1)=[O:9].[ClH:36].CO.C(=O)([O-])[O-].[NH4+:43].[NH4+], predict the reaction product. The product is: [ClH:36].[N:1]1[CH:6]=[CH:5][CH:4]=[CH:3][C:2]=1[N:7]([CH2:30][CH2:31][C:32]([O:34][CH3:35])=[O:33])[C:8]([C:10]1[CH:29]=[CH:28][C:13]2[N:14]([CH3:27])[C:15]([CH2:17][NH:18][C:19]3[CH:24]=[CH:23][C:22]([C:25](=[NH:43])[NH2:26])=[CH:21][CH:20]=3)=[N:16][C:12]=2[CH:11]=1)=[O:9].